From a dataset of Peptide-MHC class II binding affinity with 134,281 pairs from IEDB. Regression. Given a peptide amino acid sequence and an MHC pseudo amino acid sequence, predict their binding affinity value. This is MHC class II binding data. (1) The peptide sequence is NPMTVFWSKMAQSMT. The MHC is DRB5_0101 with pseudo-sequence DRB5_0101. The binding affinity (normalized) is 0.424. (2) The peptide sequence is GNQNFLTVFDSTSCN. The MHC is DRB1_1201 with pseudo-sequence DRB1_1201. The binding affinity (normalized) is 0. (3) The peptide sequence is SCWRGDSNWAQNRMK. The MHC is DRB1_0701 with pseudo-sequence DRB1_0701. The binding affinity (normalized) is 0.243. (4) The peptide sequence is YHFDLSGHAFGAMAK. The MHC is DRB1_1101 with pseudo-sequence DRB1_1101. The binding affinity (normalized) is 0.297. (5) The peptide sequence is FHKRDMRLLSLAVSS. The MHC is HLA-DQA10201-DQB10303 with pseudo-sequence HLA-DQA10201-DQB10303. The binding affinity (normalized) is 0.664. (6) The peptide sequence is ARVTVKDVTFRNITG. The MHC is HLA-DQA10201-DQB10202 with pseudo-sequence HLA-DQA10201-DQB10202. The binding affinity (normalized) is 0.0597. (7) The peptide sequence is EKKQFAATQFEPLAA. The MHC is DRB1_0701 with pseudo-sequence DRB1_0701. The binding affinity (normalized) is 0.700. (8) The peptide sequence is MVVERLGDYLVEQGM. The MHC is DRB1_0405 with pseudo-sequence DRB1_0405. The binding affinity (normalized) is 0.382. (9) The peptide sequence is SHIQSAVVCGRRHGV. The MHC is DRB1_1201 with pseudo-sequence DRB1_1201. The binding affinity (normalized) is 0.400.